This data is from Full USPTO retrosynthesis dataset with 1.9M reactions from patents (1976-2016). The task is: Predict the reactants needed to synthesize the given product. (1) Given the product [F:12][C:2]([F:1])([F:13])[C:3]1[CH:4]=[C:5]([CH:9]=[CH:10][CH:11]=1)[C:6]([NH:22][C:23]1[CH:24]=[C:25]([CH:29]=[CH:30][CH:31]=1)[C:26]([OH:28])=[O:27])=[O:8], predict the reactants needed to synthesize it. The reactants are: [F:1][C:2]([F:13])([F:12])[C:3]1[CH:4]=[C:5]([CH:9]=[CH:10][CH:11]=1)[C:6]([OH:8])=O.ClC(N(C)C)=C(C)C.[NH2:22][C:23]1[CH:24]=[C:25]([CH:29]=[CH:30][CH:31]=1)[C:26]([OH:28])=[O:27].CCN(C(C)C)C(C)C. (2) Given the product [CH2:68]([N:55]1[CH:54]=[N:53][C:52]2[C:56]1=[N:57][C:58]([NH:60][C@H:61]1[CH2:66][CH2:65][C@H:64]([OH:67])[CH2:63][CH2:62]1)=[N:59][C:51]=2[NH:50][C:46]1[CH:45]=[C:44]([NH:43][C:11](=[O:13])[C:10]#[C:9][C:3]2[C:4]([Cl:8])=[CH:5][CH:6]=[CH:7][C:2]=2[Cl:1])[CH:49]=[CH:48][CH:47]=1)[CH3:69], predict the reactants needed to synthesize it. The reactants are: [Cl:1][C:2]1[CH:7]=[CH:6][CH:5]=[C:4]([Cl:8])[C:3]=1[C:9]#[C:10][C:11]([OH:13])=O.C(N(C(C)C)CC)(C)C.[B-](F)(F)(F)F.CN(C(ON1C(=O)C=CC=C1)=[N+](C)C)C.[NH2:43][C:44]1[CH:45]=[C:46]([NH:50][C:51]2[N:59]=[C:58]([NH:60][CH:61]3[CH2:66][CH2:65][CH:64]([OH:67])[CH2:63][CH2:62]3)[N:57]=[C:56]3[C:52]=2[N:53]=[CH:54][N:55]3[CH2:68][CH3:69])[CH:47]=[CH:48][CH:49]=1. (3) Given the product [CH3:12][C:3]1[CH:4]=[C:5]([C:6]([O:8][CH3:9])=[O:7])[CH:10]=[CH:11][C:2]=1[C:16]1[CH:17]=[CH:18][CH:19]=[CH:20][C:15]=1[C:14]([F:25])([F:24])[F:13], predict the reactants needed to synthesize it. The reactants are: Br[C:2]1[CH:11]=[CH:10][C:5]([C:6]([O:8][CH3:9])=[O:7])=[CH:4][C:3]=1[CH3:12].[F:13][C:14]([F:25])([F:24])[C:15]1[CH:20]=[CH:19][CH:18]=[CH:17][C:16]=1B(O)O.C(=O)([O-])[O-].[K+].[K+]. (4) Given the product [C:33]([O:15][CH2:14][C:12]1[O:11][N:10]=[C:9]([C:6]2[CH:5]=[CH:4][C:3]([C:2]([F:1])([F:16])[F:17])=[CH:8][CH:7]=2)[C:13]=1[Cl:18])(=[O:36])[CH3:34], predict the reactants needed to synthesize it. The reactants are: [F:1][C:2]([F:17])([F:16])[C:3]1[CH:8]=[CH:7][C:6]([C:9]2[CH:13]=[C:12]([CH2:14][OH:15])[O:11][N:10]=2)=[CH:5][CH:4]=1.[Cl:18]NC(=O)CCC(N)=O.S(=O)(=O)(O)O.O.[C:33]([OH:36])(=O)[CH3:34]. (5) The reactants are: [CH2:1]([O:8][C:9]1[CH:10]=[C:11]2[C:15](=[CH:16][CH:17]=1)[NH:14][CH:13]=[C:12]2[C:18]1[CH2:19][CH2:20][NH:21][CH2:22][CH:23]=1)[C:2]1[CH:7]=[CH:6][CH:5]=[CH:4][CH:3]=1.[C:24]([O:28][C:29](=[O:39])[NH:30][CH2:31][CH2:32][CH2:33][CH2:34][CH2:35][CH2:36][CH2:37]Br)([CH3:27])([CH3:26])[CH3:25].[I-].[Na+].CCN(CC)CC. Given the product [C:24]([O:28][C:29]([NH:30][CH2:31][CH2:32][CH2:33][CH2:34][CH2:35][CH2:36][CH2:37][N:21]1[CH2:20][CH:19]=[C:18]([C:12]2[C:11]3[C:15](=[CH:16][CH:17]=[C:9]([O:8][CH2:1][C:2]4[CH:7]=[CH:6][CH:5]=[CH:4][CH:3]=4)[CH:10]=3)[NH:14][CH:13]=2)[CH2:23][CH2:22]1)=[O:39])([CH3:27])([CH3:26])[CH3:25], predict the reactants needed to synthesize it. (6) Given the product [CH3:30][C:31]([CH3:37])([CH2:35][CH3:36])[C:32]([N:26]1[C:25](=[O:27])[O:24][N:23]=[C:22]1[C:18]1[CH:17]=[C:16]([O:15][CH2:14][C:13]([F:12])([F:28])[F:29])[CH:21]=[CH:20][N:19]=1)=[O:33], predict the reactants needed to synthesize it. The reactants are: N12CCCN=C1CCCCC2.[F:12][C:13]([F:29])([F:28])[CH2:14][O:15][C:16]1[CH:21]=[CH:20][N:19]=[C:18]([C:22]2[NH:23][O:24][C:25](=[O:27])[N:26]=2)[CH:17]=1.[CH3:30][C:31]([CH3:37])([CH2:35][CH3:36])[C:32](Cl)=[O:33]. (7) Given the product [CH2:1]([O:8][CH2:9][CH2:10][CH2:11][O:12][CH2:28][N:27]([CH3:29])[S:24]([C:17]1[C:16]([Cl:15])=[CH:21][C:20]([Cl:22])=[CH:19][C:18]=1[Cl:23])(=[O:25])=[O:26])[C:2]1[CH:7]=[CH:6][CH:5]=[CH:4][CH:3]=1, predict the reactants needed to synthesize it. The reactants are: [CH2:1]([O:8][CH2:9][CH2:10][CH2:11][OH:12])[C:2]1[CH:7]=[CH:6][CH:5]=[CH:4][CH:3]=1.[OH-].[Na+].[Cl:15][C:16]1[CH:21]=[C:20]([Cl:22])[CH:19]=[C:18]([Cl:23])[C:17]=1[S:24]([N:27]([CH2:29]Cl)[CH3:28])(=[O:26])=[O:25].